From a dataset of Peptide-MHC class II binding affinity with 134,281 pairs from IEDB. Regression. Given a peptide amino acid sequence and an MHC pseudo amino acid sequence, predict their binding affinity value. This is MHC class II binding data. (1) The peptide sequence is TATSASAGWDTVLQS. The MHC is HLA-DPA10201-DPB10501 with pseudo-sequence HLA-DPA10201-DPB10501. The binding affinity (normalized) is 0. (2) The peptide sequence is ASEGAVDIINRWQVV. The MHC is HLA-DQA10301-DQB10302 with pseudo-sequence HLA-DQA10301-DQB10302. The binding affinity (normalized) is 0.590. (3) The peptide sequence is NIVVNVFNQLDQPLL. The MHC is HLA-DPA10301-DPB10402 with pseudo-sequence HLA-DPA10301-DPB10402. The binding affinity (normalized) is 0.610. (4) The peptide sequence is RLMSMKSVQNNTVLK. The MHC is DRB1_0404 with pseudo-sequence DRB1_0404. The binding affinity (normalized) is 0.710. (5) The peptide sequence is GPDNPGEPLVLKEGI. The MHC is DRB1_0301 with pseudo-sequence DRB1_0301. The binding affinity (normalized) is 0.